Dataset: Forward reaction prediction with 1.9M reactions from USPTO patents (1976-2016). Task: Predict the product of the given reaction. (1) The product is: [NH2:29][C:27]1[N:26]=[CH:25][N:24]=[C:23]2[N:22]([CH:30]3[CH2:35][CH2:34][N:33]([CH3:36])[CH2:32][CH2:31]3)[N:21]=[C:20]([C:17]3[CH:18]=[CH:19][C:14]([NH:13][C:10]([C@@H:8]4[CH2:9][C@H:7]4[C:1]4[CH:6]=[CH:5][CH:4]=[CH:3][CH:2]=4)=[O:11])=[C:15]([O:37][CH3:38])[CH:16]=3)[C:28]=12. Given the reactants [C:1]1([C@@H:7]2[CH2:9][C@H:8]2[C:10](Cl)=[O:11])[CH:6]=[CH:5][CH:4]=[CH:3][CH:2]=1.[NH2:13][C:14]1[CH:19]=[CH:18][C:17]([C:20]2[C:28]3[C:23](=[N:24][CH:25]=[N:26][C:27]=3[NH2:29])[N:22]([CH:30]3[CH2:35][CH2:34][N:33]([CH3:36])[CH2:32][CH2:31]3)[N:21]=2)=[CH:16][C:15]=1[O:37][CH3:38], predict the reaction product. (2) The product is: [F:23][C:2]([F:1])([F:22])[O:3][C:4]1[CH:21]=[CH:20][CH:19]=[CH:18][C:5]=1[C:6]([NH:8][C:9]1[N:13]=[C:12]([C:14]([OH:16])=[O:15])[NH:11][N:10]=1)=[O:7]. Given the reactants [F:1][C:2]([F:23])([F:22])[O:3][C:4]1[CH:21]=[CH:20][CH:19]=[CH:18][C:5]=1[C:6]([NH:8][C:9]1[N:13]=[C:12]([C:14]([O:16]C)=[O:15])[NH:11][N:10]=1)=[O:7].C(O)C.[OH-].[K+], predict the reaction product. (3) Given the reactants C([O:4][C:5]1[CH:10]=[C:9]([C:11]#[N:12])[C:8](Br)=[C:7]([C:14]#[N:15])[C:6]=1[O:16]C(=O)C)(=O)C.[CH2:20]([C:26]1[S:30][C:29]([C:31]2[S:32][C:33](B3OC(C)(C)C(C)(C)O3)=[CH:34][CH:35]=2)=[CH:28][CH:27]=1)[CH2:21][CH2:22][CH2:23][CH2:24][CH3:25], predict the reaction product. The product is: [CH2:20]([C:26]1[S:30][C:29]([C:31]2[S:32][C:33]([C:8]3[C:7]([C:14]#[N:15])=[C:6]([OH:16])[C:5]([OH:4])=[CH:10][C:9]=3[C:11]#[N:12])=[CH:34][CH:35]=2)=[CH:28][CH:27]=1)[CH2:21][CH2:22][CH2:23][CH2:24][CH3:25]. (4) Given the reactants [P:1](Cl)(Cl)(Cl)=[O:2].[CH2:6]([NH:13][C:14]([N:16]1[C@H:21]2[CH2:22][N:23]([CH2:36][C:37]3[CH:42]=[CH:41][CH:40]=[C:39]([N:43]4[CH2:46][CH:45]([N:47]5[CH2:52][CH2:51][N:50]([CH2:53][CH3:54])[CH2:49][CH2:48]5)[CH2:44]4)[N:38]=3)[C:24](=[O:35])[C@H:25]([CH2:26][C:27]3[CH:32]=[CH:31][C:30]([OH:33])=[CH:29][C:28]=3[F:34])[N:20]2[C:19](=[O:55])[CH2:18][N:17]1[CH2:56][CH:57]=[CH2:58])=[O:15])[C:7]1[CH:12]=[CH:11][CH:10]=[CH:9][CH:8]=1.C(N(CC)CC)C.[OH-:66].[Na+].C(OCC)(=[O:70])C, predict the reaction product. The product is: [P:1]([OH:2])([OH:70])([O:33][C:30]1[CH:31]=[CH:32][C:27]([CH2:26][C@@H:25]2[N:20]3[C@@H:21]([N:16]([C:14](=[O:15])[NH:13][CH2:6][C:7]4[CH:12]=[CH:11][CH:10]=[CH:9][CH:8]=4)[N:17]([CH2:56][CH:57]=[CH2:58])[CH2:18][C:19]3=[O:55])[CH2:22][N:23]([CH2:36][C:37]3[CH:42]=[CH:41][CH:40]=[C:39]([N:43]4[CH2:46][CH:45]([N:47]5[CH2:52][CH2:51][N:50]([CH2:53][CH3:54])[CH2:49][CH2:48]5)[CH2:44]4)[N:38]=3)[C:24]2=[O:35])=[C:28]([F:34])[CH:29]=1)=[O:66]. (5) Given the reactants CO/[CH:3]=[C:4]1/[C:5](=[O:20])[NH:6][C:7](=[O:19])[C:8]2[C:13]/1=[CH:12][C:11]([N:14]1[CH:18]=[CH:17][CH:16]=[CH:15]1)=[CH:10][CH:9]=2.CN(C)C=O.[Br:26][C:27]1[CH:28]=[CH:29][C:30]([NH2:33])=[N:31][CH:32]=1, predict the reaction product. The product is: [Br:26][C:27]1[CH:28]=[CH:29][C:30]([NH:33]/[CH:3]=[C:4]2\[C:5](=[O:20])[NH:6][C:7](=[O:19])[C:8]3[C:13]\2=[CH:12][C:11]([N:14]2[CH:15]=[CH:16][CH:17]=[CH:18]2)=[CH:10][CH:9]=3)=[N:31][CH:32]=1. (6) Given the reactants O.[N+:2]([C:5]1[CH:11]=[C:10]([N+:12]([O-:14])=[O:13])[CH:9]=[CH:8][C:6]=1[NH2:7])([O-:4])=[O:3].[Br:15]Br.N, predict the reaction product. The product is: [Br:15][C:8]1[CH:9]=[C:10]([N+:12]([O-:14])=[O:13])[CH:11]=[C:5]([N+:2]([O-:4])=[O:3])[C:6]=1[NH2:7]. (7) Given the reactants [O-][Mn](=O)(=O)=O.[K+].[ClH:7].O.[CH2:9]1[S:17](=[O:19])(=[O:18])[O:16][CH2:15][CH2:14][O:13][S:10]1(=[O:12])=[O:11], predict the reaction product. The product is: [Cl:7][CH:9]1[S:10](=[O:11])(=[O:12])[O:13][CH2:14][CH2:15][O:16][S:17]1(=[O:19])=[O:18].